This data is from Peptide-MHC class II binding affinity with 134,281 pairs from IEDB. The task is: Regression. Given a peptide amino acid sequence and an MHC pseudo amino acid sequence, predict their binding affinity value. This is MHC class II binding data. (1) The peptide sequence is ENGSPGPMGPRGERGRT. The MHC is HLA-DQA10301-DQB10302 with pseudo-sequence HLA-DQA10301-DQB10302. The binding affinity (normalized) is 0. (2) The peptide sequence is LPQILAECARRRLRTHHHHHH. The MHC is DRB1_0301 with pseudo-sequence DRB1_0301. The binding affinity (normalized) is 0.744.